This data is from Full USPTO retrosynthesis dataset with 1.9M reactions from patents (1976-2016). The task is: Predict the reactants needed to synthesize the given product. (1) Given the product [CH3:1][C:2]1([NH2:10])[CH:7]2[CH2:8][CH2:9][N:4]([CH2:5][CH2:6]2)[CH2:3]1, predict the reactants needed to synthesize it. The reactants are: [CH3:1][C:2]1([NH:10]C(=O)C)[CH:7]2[CH2:8][CH2:9][N:4]([CH2:5][CH2:6]2)[CH2:3]1.C[C@]1(N)C2CCN(CC2)C1.C[C@@]1(N)C2CCN(CC2)C1. (2) Given the product [NH2:12][C:5]1[C:6]([C:9]([NH2:11])=[O:10])=[N:7][NH:8][C:4]=1[CH:1]([CH3:3])[CH3:2], predict the reactants needed to synthesize it. The reactants are: [CH:1]([C:4]1[NH:8][N:7]=[C:6]([C:9]([NH2:11])=[O:10])[C:5]=1[N+:12]([O-])=O)([CH3:3])[CH3:2].CO.